From a dataset of Forward reaction prediction with 1.9M reactions from USPTO patents (1976-2016). Predict the product of the given reaction. (1) The product is: [S:29]1[C:30]2[CH:36]=[CH:35][CH:34]=[CH:33][C:31]=2[N:32]=[C:28]1[CH:19]([O:20][CH:21]1[CH2:22][CH2:23][N:24]([CH3:27])[CH2:25][CH2:26]1)[C:15]1[CH:14]=[C:13]([N:10]2[CH2:11][CH2:12][CH:8]([NH2:7])[CH2:9]2)[CH:18]=[CH:17][CH:16]=1. Given the reactants C(OC(=O)[NH:7][CH:8]1[CH2:12][CH2:11][N:10]([C:13]2[CH:18]=[CH:17][CH:16]=[C:15]([CH:19]([C:28]3[S:29][C:30]4[CH:36]=[CH:35][CH:34]=[CH:33][C:31]=4[N:32]=3)[O:20][CH:21]3[CH2:26][CH2:25][N:24]([CH3:27])[CH2:23][CH2:22]3)[CH:14]=2)[CH2:9]1)(C)(C)C, predict the reaction product. (2) Given the reactants [Cl:1][C:2]1[N:6]2[C:7]3[CH:31]=[CH:30][C:29]([Cl:32])=[CH:28][C:8]=3[CH:9]([C:18]3[CH:23]=[CH:22][CH:21]=[C:20]([O:24][CH3:25])[C:19]=3[O:26][CH3:27])[O:10][CH:11]([CH2:12][CH:13]3OCC[O:14]3)[C:5]2=[N:4][C:3]=1[Cl:33].Cl(O)(=O)(=O)=O, predict the reaction product. The product is: [Cl:1][C:2]1[N:6]2[C:7]3[CH:31]=[CH:30][C:29]([Cl:32])=[CH:28][C:8]=3[CH:9]([C:18]3[CH:23]=[CH:22][CH:21]=[C:20]([O:24][CH3:25])[C:19]=3[O:26][CH3:27])[O:10][CH:11]([CH2:12][CH2:13][OH:14])[C:5]2=[N:4][C:3]=1[Cl:33]. (3) The product is: [NH2:30][C:11]1[CH:10]=[C:9]([C:4]2[CH:5]=[CH:6][C:7]([F:8])=[C:2]([F:1])[CH:3]=2)[CH:14]=[CH:13][C:12]=1[C:15]([NH:17][C:18]1([C:26]([O:28][CH3:29])=[O:27])[CH2:25][CH2:24][CH2:23][CH2:22][CH2:21][CH2:20][CH2:19]1)=[O:16]. Given the reactants [F:1][C:2]1[CH:3]=[C:4]([C:9]2[CH:14]=[CH:13][C:12]([C:15]([NH:17][C:18]3([C:26]([O:28][CH3:29])=[O:27])[CH2:25][CH2:24][CH2:23][CH2:22][CH2:21][CH2:20][CH2:19]3)=[O:16])=[C:11]([N+:30]([O-])=O)[CH:10]=2)[CH:5]=[CH:6][C:7]=1[F:8], predict the reaction product. (4) Given the reactants [CH3:1][C:2]1([CH3:8])[CH2:7][O:6][CH2:5][CH2:4][NH:3]1.Cl[CH2:10][C:11]1[N:15]([C:16]2[CH:23]=[CH:22][C:19]([C:20]#[N:21])=[CH:18][CH:17]=2)[N:14]=[N:13][N:12]=1.C(N(C(C)C)CC)(C)C, predict the reaction product. The product is: [CH3:1][C:2]1([CH3:8])[CH2:7][O:6][CH2:5][CH2:4][N:3]1[CH2:10][C:11]1[N:15]([C:16]2[CH:23]=[CH:22][C:19]([C:20]#[N:21])=[CH:18][CH:17]=2)[N:14]=[N:13][N:12]=1. (5) Given the reactants [OH-].[Na+].[CH2:3]([O:10][C:11]1[CH:16]=[CH:15][C:14]([C@@H:17]([OH:27])[C@@H:18]([NH:20]C(=O)C(F)(F)F)[CH3:19])=[CH:13][C:12]=1[NH:28][S:29]([CH3:32])(=[O:31])=[O:30])[C:4]1[CH:9]=[CH:8][CH:7]=[CH:6][CH:5]=1.Cl, predict the reaction product. The product is: [NH2:20][C@@H:18]([CH3:19])[C@@H:17]([C:14]1[CH:15]=[CH:16][C:11]([O:10][CH2:3][C:4]2[CH:5]=[CH:6][CH:7]=[CH:8][CH:9]=2)=[C:12]([NH:28][S:29]([CH3:32])(=[O:31])=[O:30])[CH:13]=1)[OH:27]. (6) Given the reactants [CH3:1][O:2][C:3]1[CH:4]=[C:5]([NH:15][C:16]([NH2:18])=S)[CH:6]=[CH:7][C:8]=1[N:9]1[CH:13]=[C:12]([CH3:14])[N:11]=[CH:10]1.IC.[C:21]1([CH2:27][C:28]([NH:30][NH2:31])=O)[CH:26]=[CH:25][CH:24]=[CH:23][CH:22]=1.[OH-].[Na+].Cl, predict the reaction product. The product is: [CH2:27]([C:28]1[NH:18][C:16]([NH:15][C:5]2[CH:6]=[CH:7][C:8]([N:9]3[CH:13]=[C:12]([CH3:14])[N:11]=[CH:10]3)=[C:3]([O:2][CH3:1])[CH:4]=2)=[N:31][N:30]=1)[C:21]1[CH:26]=[CH:25][CH:24]=[CH:23][CH:22]=1.